This data is from Reaction yield outcomes from USPTO patents with 853,638 reactions. The task is: Predict the reaction yield, written as a fraction of the theoretical maximum amount of product (1.0 means a 100% yield; for example, 0.34 means a 34% yield). (1) The reactants are [NH2:1][C:2]1[CH:3]=[CH:4][C:5]([OH:25])=[C:6]([CH:24]=1)[C:7]([NH:9][C:10]1[CH:15]=[C:14]([C:16]([F:19])([F:18])[F:17])[CH:13]=[C:12]([C:20]([F:23])([F:22])[F:21])[CH:11]=1)=[O:8].[C:26]1([N:32]=[C:33]=[O:34])[CH:31]=[CH:30][CH:29]=[CH:28][CH:27]=1. The catalyst is C(#N)C.CN(C)C1C=CN=CC=1. The product is [F:23][C:20]([F:21])([F:22])[C:12]1[CH:11]=[C:10]([NH:9][C:7](=[O:8])[C:6]2[CH:24]=[C:2]([NH:1][C:33]([NH:32][C:26]3[CH:31]=[CH:30][CH:29]=[CH:28][CH:27]=3)=[O:34])[CH:3]=[CH:4][C:5]=2[OH:25])[CH:15]=[C:14]([C:16]([F:17])([F:18])[F:19])[CH:13]=1. The yield is 0.412. (2) The catalyst is CN(C)C=O.CO. The product is [Br:5][C:6]1[CH:7]=[C:8]([CH3:14])[C:9]2[NH:13][C:2]([NH:1][CH3:4])=[N:12][C:10]=2[CH:11]=1. The yield is 0.720. The reactants are [N:1]([CH3:4])=[C:2]=S.[Br:5][C:6]1[CH:11]=[C:10]([NH2:12])[C:9]([NH2:13])=[C:8]([CH3:14])[CH:7]=1.Cl.CN(C)CCCN=C=NCC. (3) The reactants are Br[C:2]1[C:7]([CH3:8])=[CH:6][C:5]([OH:9])=[CH:4][C:3]=1[CH3:10].[CH:11]([C:13]1[CH:14]=[C:15](B(O)O)[CH:16]=[CH:17][CH:18]=1)=[O:12].O. The catalyst is C(=O)([O-])[O-].[Na+].[Na+].C(O)C.C1(C)C=CC=CC=1.C(OCC)(=O)C.C1C=CC([P]([Pd]([P](C2C=CC=CC=2)(C2C=CC=CC=2)C2C=CC=CC=2)([P](C2C=CC=CC=2)(C2C=CC=CC=2)C2C=CC=CC=2)[P](C2C=CC=CC=2)(C2C=CC=CC=2)C2C=CC=CC=2)(C2C=CC=CC=2)C2C=CC=CC=2)=CC=1. The product is [OH:9][C:5]1[CH:6]=[C:7]([CH3:8])[C:2]([C:17]2[CH:16]=[CH:15][CH:14]=[C:13]([CH:11]=[O:12])[CH:18]=2)=[C:3]([CH3:10])[CH:4]=1. The yield is 0.830. (4) The reactants are [OH:1][CH2:2][C:3]1([C:18]2[CH:23]=[C:22]([C:24]([F:27])([F:26])[F:25])[CH:21]=[CH:20][C:19]=2O)[C:11]2[C:6](=[CH:7][CH:8]=[CH:9][CH:10]=2)[N:5]([CH2:12][CH2:13][CH2:14][CH2:15][CH3:16])[C:4]1=[O:17].C1(CCN2C3C(=CC=CC=3)C(C3C(O)=CC4OCOC=4C=3)(CO)C2=O)CC1. No catalyst specified. The product is [CH2:12]([N:5]1[C:6]2[C:11](=[CH:10][CH:9]=[CH:8][CH:7]=2)[C:3]2([C:18]3[CH:23]=[C:22]([C:24]([F:25])([F:26])[F:27])[CH:21]=[CH:20][C:19]=3[O:1][CH2:2]2)[C:4]1=[O:17])[CH2:13][CH2:14][CH2:15][CH3:16]. The yield is 0.270. (5) The reactants are C[O:2][C:3]([C@H:5]1[CH2:10][CH2:9][C@H:8]([O:11][C:12]2[CH:17]=[CH:16][C:15]([F:18])=[CH:14][CH:13]=2)[CH2:7][CH2:6]1)=O.O.[NH2:20][NH2:21]. The catalyst is C1(C)C=CC=CC=1. The product is [F:18][C:15]1[CH:16]=[CH:17][C:12]([O:11][C@H:8]2[CH2:9][CH2:10][C@H:5]([C:3]([NH:20][NH2:21])=[O:2])[CH2:6][CH2:7]2)=[CH:13][CH:14]=1. The yield is 0.960.